This data is from Reaction yield outcomes from USPTO patents with 853,638 reactions. The task is: Predict the reaction yield, written as a fraction of the theoretical maximum amount of product (1.0 means a 100% yield; for example, 0.34 means a 34% yield). (1) The reactants are [O:1]=[C:2]1[C:11]2[C:6](=[CH:7][CH:8]=[CH:9][CH:10]=2)[C:5]2[CH2:12][C:13]3[CH:14]=[C:15]([NH2:19])[CH:16]=[CH:17][C:18]=3[C:4]=2[NH:3]1.[Cl:20][CH2:21][C:22](Cl)=[O:23]. The catalyst is C([O-])(O)=O.[Na+].C(OCC)(=O)C. The product is [O:1]=[C:2]1[C:11]2[C:6](=[CH:7][CH:8]=[CH:9][CH:10]=2)[C:5]2[CH2:12][C:13]3[CH:14]=[C:15]([NH:19][C:22](=[O:23])[CH2:21][Cl:20])[CH:16]=[CH:17][C:18]=3[C:4]=2[NH:3]1. The yield is 0.820. (2) The reactants are CS(O[CH2:6][C:7]1[CH:8]=[N:9][C:10]([O:13][CH3:14])=[CH:11][CH:12]=1)(=O)=O.[C-:15]#[N:16].[Na+]. The catalyst is C(#N)C. The product is [CH3:14][O:13][CH:10]1[NH:9][CH:8]=[C:7]([CH2:6][C:15]#[N:16])[CH:12]=[CH:11]1. The yield is 0.570. (3) The reactants are [CH2:1]([CH:8]1[CH2:13][CH2:12][NH:11][CH2:10][CH2:9]1)[C:2]1[CH:7]=[CH:6][CH:5]=[CH:4][CH:3]=1.[CH:14]([CH:16]=[CH2:17])=O.[NH2:18][C:19]1[CH:24]=[CH:23][CH:22]=[CH:21][CH:20]=1.C(O[BH-](OC(=O)C)OC(=O)C)(=O)C.[Na+].[OH-].[Na+]. The catalyst is C1COCC1.C1CCN2C(=NCCC2)CC1. The product is [CH2:1]([CH:8]1[CH2:13][CH2:12][N:11]([CH2:17][CH2:16][CH2:14][NH:18][C:19]2[CH:24]=[CH:23][CH:22]=[CH:21][CH:20]=2)[CH2:10][CH2:9]1)[C:2]1[CH:7]=[CH:6][CH:5]=[CH:4][CH:3]=1. The yield is 0.660. (4) The reactants are [Cl:1][C:2]1[C:11]2[C:6](=[CH:7][C:8]([O:14][CH2:15][CH3:16])=[CH:9][C:10]=2[O:12][CH3:13])[N:5]=[CH:4][N:3]=1.[NH2:17][C:18]1[CH:19]=[N:20][N:21]([CH2:23][C:24]([NH:26][C:27]2[CH:32]=[CH:31][CH:30]=[C:29]([F:33])[C:28]=2[F:34])=[O:25])[CH:22]=1. The catalyst is CC(O)C.C(OC)(C)(C)C. The product is [ClH:1].[F:34][C:28]1[C:29]([F:33])=[CH:30][CH:31]=[CH:32][C:27]=1[NH:26][C:24](=[O:25])[CH2:23][N:21]1[CH:22]=[C:18]([NH:17][C:2]2[C:11]3[C:6](=[CH:7][C:8]([O:14][CH2:15][CH3:16])=[CH:9][C:10]=3[O:12][CH3:13])[N:5]=[CH:4][N:3]=2)[CH:19]=[N:20]1. The yield is 1.00. (5) The reactants are Cl[C:2]1[CH:7]=[C:6]([Cl:8])[N:5]=[CH:4][C:3]=1[CH2:9][C:10]([NH2:12])=[O:11].[CH:13]1([NH2:19])[CH2:18][CH2:17][CH2:16][CH2:15][CH2:14]1.C(N(CC)C(C)C)(C)C. The catalyst is C(O)C. The product is [Cl:8][C:6]1[N:5]=[CH:4][C:3]([CH2:9][C:10]([NH2:12])=[O:11])=[C:2]([NH:19][CH:13]2[CH2:18][CH2:17][CH2:16][CH2:15][CH2:14]2)[CH:7]=1. The yield is 0.920. (6) The reactants are [NH2:1][C:2]1[C:3]([NH:17][CH2:18][CH:19]2[CH2:24][CH2:23][CH2:22][N:21](C(OC(C)(C)C)=O)[CH2:20]2)=[CH:4][C:5]([NH:8][C:9]2[CH:14]=[N:13][C:12]([C:15]#[N:16])=[CH:11][N:10]=2)=[N:6][CH:7]=1.[BH4-].[Na+].[CH3:34][OH:35]. No catalyst specified. The product is [OH:35][CH2:34][C:2]1[CH:3]=[CH:4][N:1]([C:2]2[C:3]([NH:17][CH2:18][CH:19]3[CH2:24][CH2:23][CH2:22][NH:21][CH2:20]3)=[CH:4][C:5]([NH:8][C:9]3[N:10]=[CH:11][C:12]([C:15]#[N:16])=[N:13][CH:14]=3)=[N:6][CH:7]=2)[CH:7]=1. The yield is 0.110.